From a dataset of Reaction yield outcomes from USPTO patents with 853,638 reactions. Predict the reaction yield, written as a fraction of the theoretical maximum amount of product (1.0 means a 100% yield; for example, 0.34 means a 34% yield). (1) The reactants are [CH2:1]([N:8]([C@H:28]([CH:30]1[CH2:32][CH2:31]1)[CH3:29])[C:9](=[O:27])[CH2:10][N:11]1[C:24](=[O:25])[C:14]2([C:22]3[C:17](=[CH:18][C:19](Br)=[CH:20][CH:21]=3)[CH2:16][CH2:15]2)[NH:13][C:12]1=[O:26])[C:2]1[CH:7]=[CH:6][CH:5]=[CH:4][CH:3]=1.[CH3:33][N:34](C=O)C. The catalyst is C1C=CC([P]([Pd]([P](C2C=CC=CC=2)(C2C=CC=CC=2)C2C=CC=CC=2)([P](C2C=CC=CC=2)(C2C=CC=CC=2)C2C=CC=CC=2)[P](C2C=CC=CC=2)(C2C=CC=CC=2)C2C=CC=CC=2)(C2C=CC=CC=2)C2C=CC=CC=2)=CC=1.[C-]#N.[C-]#N.[Zn+2]. The product is [CH2:1]([N:8]([C@H:28]([CH:30]1[CH2:32][CH2:31]1)[CH3:29])[C:9](=[O:27])[CH2:10][N:11]1[C:24](=[O:25])[C:14]2([C:22]3[C:17](=[CH:18][C:19]([C:33]#[N:34])=[CH:20][CH:21]=3)[CH2:16][CH2:15]2)[NH:13][C:12]1=[O:26])[C:2]1[CH:7]=[CH:6][CH:5]=[CH:4][CH:3]=1. The yield is 0.850. (2) The reactants are [Cl:1][C:2]1[C:3]([NH:18][C:19]2[CH:24]=[CH:23][C:22]([Cl:25])=[CH:21][CH:20]=2)=[N:4][CH:5]=[C:6]([C:8]2[NH:12][C:11]3[CH:13]=[CH:14][C:15]([F:17])=[CH:16][C:10]=3[N:9]=2)[CH:7]=1.[H-].[Na+].I[CH3:29]. The catalyst is CN(C=O)C. The product is [Cl:1][C:2]1[C:3]([NH:18][C:19]2[CH:20]=[CH:21][C:22]([Cl:25])=[CH:23][CH:24]=2)=[N:4][CH:5]=[C:6]([C:8]2[N:12]([CH3:29])[C:11]3[CH:13]=[CH:14][C:15]([F:17])=[CH:16][C:10]=3[N:9]=2)[CH:7]=1. The yield is 0.350. (3) The reactants are [CH2:1]([C:7]1[CH:12]=[CH:11][C:10]([C:13]2[N:17]([CH3:18])[N:16]=[C:15]([C:19](=O)[CH3:20])[C:14]=2[OH:22])=[CH:9][CH:8]=1)[CH2:2][CH2:3][CH2:4][CH2:5][CH3:6].[NH:23]([C:25]([NH:27][C:28]1[CH:36]=[CH:35][C:31]([C:32]([OH:34])=[O:33])=[CH:30][CH:29]=1)=[S:26])[NH2:24].CN(C)C=O. The catalyst is Cl.O. The product is [CH2:1]([C:7]1[CH:12]=[CH:11][C:10]([C:13]2[N:17]([CH3:18])[N:16]=[C:15]([C:19](=[N:24][NH:23][C:25]([NH:27][C:28]3[CH:36]=[CH:35][C:31]([C:32]([OH:34])=[O:33])=[CH:30][CH:29]=3)=[S:26])[CH3:20])[C:14]=2[OH:22])=[CH:9][CH:8]=1)[CH2:2][CH2:3][CH2:4][CH2:5][CH3:6]. The yield is 0.800. (4) The reactants are [CH3:1][O:2][C:3](=[O:17])[C:4]1[CH:9]=[C:8]([CH2:10]Br)[CH:7]=[CH:6][C:5]=1[NH:12][C:13](=[O:16])[CH2:14][CH3:15].[Cl:18][C:19]1[CH:24]=[C:23]([Cl:25])[CH:22]=[CH:21][C:20]=1[OH:26].C(=O)([O-])[O-].[K+].[K+].Cl. The catalyst is CC(C)=O. The product is [CH3:1][O:2][C:3](=[O:17])[C:4]1[CH:9]=[C:8]([CH2:10][O:26][C:20]2[CH:21]=[CH:22][C:23]([Cl:25])=[CH:24][C:19]=2[Cl:18])[CH:7]=[CH:6][C:5]=1[NH:12][C:13](=[O:16])[CH2:14][CH3:15]. The yield is 0.720. (5) The reactants are [C:1]([C:5]1[CH:10]=[CH:9][C:8]([S:11]([N:14]([C:18]2[C:19]([C:25]([C:27]3[CH:28]=[N:29][C:30]([C:33]#[N:34])=[CH:31][CH:32]=3)=[O:26])=[N:20][CH:21]=[C:22]([Cl:24])[CH:23]=2)COC)(=[O:13])=[O:12])=[CH:7][CH:6]=1)([CH3:4])([CH3:3])[CH3:2]. The catalyst is Cl.O1CCOCC1. The product is [C:1]([C:5]1[CH:10]=[CH:9][C:8]([S:11]([NH:14][C:18]2[C:19]([C:25]([C:27]3[CH:28]=[N:29][C:30]([C:33]#[N:34])=[CH:31][CH:32]=3)=[O:26])=[N:20][CH:21]=[C:22]([Cl:24])[CH:23]=2)(=[O:13])=[O:12])=[CH:7][CH:6]=1)([CH3:4])([CH3:2])[CH3:3]. The yield is 0.400. (6) The reactants are [C:1]([C:3]1[N:4]=[CH:5][C:6]([NH:9][C:10]2[CH:15]=[C:14]([NH:16][CH2:17][CH:18]3[CH2:23][CH2:22][N:21](C(OC(C)(C)C)=O)[CH2:20][CH2:19]3)[C:13]([C:31]3[O:35][N:34]=[C:33]([CH3:36])[N:32]=3)=[CH:12][N:11]=2)=[N:7][CH:8]=1)#[N:2].FC(F)(F)C(O)=O. The catalyst is ClCCl. The product is [CH3:36][C:33]1[N:32]=[C:31]([C:13]2[C:14]([NH:16][CH2:17][CH:18]3[CH2:23][CH2:22][NH:21][CH2:20][CH2:19]3)=[CH:15][C:10]([NH:9][C:6]3[N:7]=[CH:8][C:3]([C:1]#[N:2])=[N:4][CH:5]=3)=[N:11][CH:12]=2)[O:35][N:34]=1. The yield is 0.560. (7) The reactants are CCN(C(C)C)C(C)C.[C:10]1([C:20]([OH:22])=O)[C:19]2[C:14](=[CH:15][CH:16]=[CH:17][CH:18]=2)[CH:13]=[CH:12][N:11]=1.CN(C(O[N:31]1N=N[C:33]2[CH:34]=[CH:35]C=C[C:32]1=2)=[N+](C)C)C.[B-](F)(F)(F)F.[C:45]([O:48][CH2:49]C)(=[O:47])[CH3:46]. The catalyst is CN(C=O)C. The product is [CH3:49][O:48][C:45]([C@@H:46]1[CH2:35][CH2:34][CH2:33][CH2:32][N:31]1[C:20]([C:10]1[C:19]2[C:14](=[CH:15][CH:16]=[CH:17][CH:18]=2)[CH:13]=[CH:12][N:11]=1)=[O:22])=[O:47]. The yield is 0.630. (8) The reactants are [C:1]([CH2:3][NH:4][C:5]([CH:7]1[CH2:12][CH2:11][CH2:10][CH2:9][CH:8]1[NH2:13])=[O:6])#[N:2].C1C=CC2N(O)N=NC=2C=1.[Cl:24][C:25]1[CH:33]=[C:32]2[C:28]([CH:29]=[C:30]([C:34](O)=[O:35])[NH:31]2)=[CH:27][CH:26]=1.CN1CCOCC1.CCN=C=NCCCN(C)C.Cl. The catalyst is CN(C=O)C. The product is [C:1]([CH2:3][NH:4][C:5]([CH:7]1[CH2:12][CH2:11][CH2:10][CH2:9][CH:8]1[NH:13][C:34]([C:30]1[NH:31][C:32]2[C:28]([CH:29]=1)=[CH:27][CH:26]=[C:25]([Cl:24])[CH:33]=2)=[O:35])=[O:6])#[N:2]. The yield is 0.490. (9) The reactants are [Si:1]([O:8][C@@H:9]1[C@@:28]2([CH3:29])[C:13](=[CH:14][CH:15]=[C:16]3[C@@H:27]2[CH2:26][CH2:25][C@@:24]2([CH3:30])[C@H:17]3[CH2:18][CH:19]=[C:20]2[C@@H:21]([OH:23])[CH3:22])[CH2:12][C@@H:11]([O:31][Si:32]([C:35]([CH3:38])([CH3:37])[CH3:36])([CH3:34])[CH3:33])[CH2:10]1)([C:4]([CH3:7])([CH3:6])[CH3:5])([CH3:3])[CH3:2].[H-].[Na+].C1OCCOCCOCCOCCOC1.Br[CH2:57]/[CH:58]=[CH:59]/[C:60]([CH2:71][CH3:72])([O:63][Si:64]([CH2:69][CH3:70])([CH2:67][CH3:68])[CH2:65][CH3:66])[CH2:61][CH3:62]. The catalyst is O1CCCC1. The product is [Si:1]([O:8][C@@H:9]1[C@@:28]2([CH3:29])[C:13](=[CH:14][CH:15]=[C:16]3[C@@H:27]2[CH2:26][CH2:25][C@@:24]2([CH3:30])[C@H:17]3[CH2:18][CH:19]=[C:20]2[C@@H:21]([O:23][CH2:57]/[CH:58]=[CH:59]/[C:60]([CH2:71][CH3:72])([O:63][Si:64]([CH2:69][CH3:70])([CH2:65][CH3:66])[CH2:67][CH3:68])[CH2:61][CH3:62])[CH3:22])[CH2:12][C@@H:11]([O:31][Si:32]([C:35]([CH3:37])([CH3:36])[CH3:38])([CH3:33])[CH3:34])[CH2:10]1)([C:4]([CH3:7])([CH3:6])[CH3:5])([CH3:3])[CH3:2]. The yield is 1.00.